Dataset: Peptide-MHC class I binding affinity with 185,985 pairs from IEDB/IMGT. Task: Regression. Given a peptide amino acid sequence and an MHC pseudo amino acid sequence, predict their binding affinity value. This is MHC class I binding data. (1) The peptide sequence is QVGIFLICK. The MHC is HLA-B35:01 with pseudo-sequence HLA-B35:01. The binding affinity (normalized) is 0.0847. (2) The peptide sequence is SATETLAGAW. The MHC is Mamu-B17 with pseudo-sequence Mamu-B17. The binding affinity (normalized) is 0.262. (3) The peptide sequence is LPQTRWQAV. The MHC is HLA-A11:01 with pseudo-sequence HLA-A11:01. The binding affinity (normalized) is 0.0847.